From a dataset of NCI-60 drug combinations with 297,098 pairs across 59 cell lines. Regression. Given two drug SMILES strings and cell line genomic features, predict the synergy score measuring deviation from expected non-interaction effect. (1) Drug 1: CC(C1=C(C=CC(=C1Cl)F)Cl)OC2=C(N=CC(=C2)C3=CN(N=C3)C4CCNCC4)N. Drug 2: CN1CCC(CC1)COC2=C(C=C3C(=C2)N=CN=C3NC4=C(C=C(C=C4)Br)F)OC. Cell line: NCI-H460. Synergy scores: CSS=7.40, Synergy_ZIP=0.929, Synergy_Bliss=4.07, Synergy_Loewe=4.21, Synergy_HSA=4.48. (2) Drug 1: CCN(CC)CCNC(=O)C1=C(NC(=C1C)C=C2C3=C(C=CC(=C3)F)NC2=O)C. Drug 2: CC1C(C(CC(O1)OC2CC(OC(C2O)C)OC3=CC4=CC5=C(C(=O)C(C(C5)C(C(=O)C(C(C)O)O)OC)OC6CC(C(C(O6)C)O)OC7CC(C(C(O7)C)O)OC8CC(C(C(O8)C)O)(C)O)C(=C4C(=C3C)O)O)O)O. Cell line: SF-295. Synergy scores: CSS=21.7, Synergy_ZIP=0.685, Synergy_Bliss=-0.106, Synergy_Loewe=-23.7, Synergy_HSA=-0.622. (3) Drug 1: COC1=C(C=C2C(=C1)N=CN=C2NC3=CC(=C(C=C3)F)Cl)OCCCN4CCOCC4. Drug 2: CC1=C(C(=CC=C1)Cl)NC(=O)C2=CN=C(S2)NC3=CC(=NC(=N3)C)N4CCN(CC4)CCO. Cell line: MALME-3M. Synergy scores: CSS=34.9, Synergy_ZIP=3.52, Synergy_Bliss=1.26, Synergy_Loewe=-3.73, Synergy_HSA=-4.08. (4) Drug 1: C1CN(CCN1C(=O)CCBr)C(=O)CCBr. Synergy scores: CSS=38.3, Synergy_ZIP=-3.69, Synergy_Bliss=-9.33, Synergy_Loewe=-26.1, Synergy_HSA=-11.6. Drug 2: CC12CCC3C(C1CCC2OP(=O)(O)O)CCC4=C3C=CC(=C4)OC(=O)N(CCCl)CCCl.[Na+]. Cell line: HOP-62. (5) Drug 1: C1C(C(OC1N2C=C(C(=O)NC2=O)F)CO)O. Drug 2: CC1=C(C(=CC=C1)Cl)NC(=O)C2=CN=C(S2)NC3=CC(=NC(=N3)C)N4CCN(CC4)CCO. Cell line: SF-539. Synergy scores: CSS=16.4, Synergy_ZIP=-1.48, Synergy_Bliss=-2.73, Synergy_Loewe=-18.8, Synergy_HSA=-2.04.